This data is from Full USPTO retrosynthesis dataset with 1.9M reactions from patents (1976-2016). The task is: Predict the reactants needed to synthesize the given product. (1) Given the product [CH2:1]([N:8]1[C:12]([C:13]([OH:14])=[O:23])=[CH:11][C:10]([C:18]([F:21])([F:20])[F:19])=[N:9]1)[C:2]1[CH:3]=[CH:4][CH:5]=[CH:6][CH:7]=1, predict the reactants needed to synthesize it. The reactants are: [CH2:1]([N:8]1[C:12]([C:13]2[O:14]C=CC=2)=[CH:11][C:10]([C:18]([F:21])([F:20])[F:19])=[N:9]1)[C:2]1[CH:7]=[CH:6][CH:5]=[CH:4][CH:3]=1.[Mn]([O-])(=O)(=O)=[O:23].[K+].CC(O)C. (2) Given the product [Br:1][C:2]1[CH:8]=[CH:7][C:5]([NH:6][C:17](=[NH:18])[CH2:16][C:15]2[CH:19]=[CH:20][CH:21]=[CH:22][C:14]=2[Cl:13])=[CH:4][CH:3]=1, predict the reactants needed to synthesize it. The reactants are: [Br:1][C:2]1[CH:8]=[CH:7][C:5]([NH2:6])=[CH:4][CH:3]=1.C[Al](C)C.[Cl:13][C:14]1[CH:22]=[CH:21][CH:20]=[CH:19][C:15]=1[CH2:16][C:17]#[N:18]. (3) Given the product [C:44]1([N:41]2[CH2:42][CH2:43][N:38]([C:2]3[N:3]=[C:4]([NH:11][C@H:12]4[CH2:16][CH2:15][CH2:14][C@@H:13]4[NH:17][C:18](=[O:24])[O:19][C:20]([CH3:23])([CH3:22])[CH3:21])[C:5]4[S:10][CH2:9][CH2:8][C:6]=4[N:7]=3)[CH2:39][CH2:40]2)[CH:54]=[CH:53][CH:47]=[CH:46][CH:45]=1, predict the reactants needed to synthesize it. The reactants are: Cl[C:2]1[N:3]=[C:4]([NH:11][C@H:12]2[CH2:16][CH2:15][CH2:14][C@@H:13]2[NH:17][C:18](=[O:24])[O:19][C:20]([CH3:23])([CH3:22])[CH3:21])[C:5]2[S:10][CH2:9][CH2:8][C:6]=2[N:7]=1.C1(NC2C3SCCC=3N=C([N:38]3[CH2:43][CH2:42][N:41]([C:44]4[CH:54]=[CH:53][C:47](C(OCC)=O)=[CH:46][CH:45]=4)[CH2:40][CH2:39]3)N=2)CCCCC1. (4) The reactants are: [N+:1]([C:4]1[C:5]([NH2:11])=[C:6]([NH2:10])[CH:7]=[CH:8][CH:9]=1)([O-:3])=[O:2].[OH-].[K+].[CH3:14][C:15]([CH:17]=O)=O.O. Given the product [CH3:17][C:15]1[CH:14]=[N:11][C:5]2[C:6](=[CH:7][CH:8]=[CH:9][C:4]=2[N+:1]([O-:3])=[O:2])[N:10]=1, predict the reactants needed to synthesize it. (5) Given the product [Br:2][CH2:20][C:18]1[S:19][C:15]2[C:14]([C:22]3[CH:23]=[C:24]([CH:30]=[CH:31][CH:32]=3)[C:25]([O:27][CH2:28][CH3:29])=[O:26])=[CH:13][CH:12]=[C:11]([F:10])[C:16]=2[CH:17]=1, predict the reactants needed to synthesize it. The reactants are: P(Br)(Br)[Br:2].C(OCC)C.[F:10][C:11]1[C:16]2[CH:17]=[C:18]([CH2:20]O)[S:19][C:15]=2[C:14]([C:22]2[CH:23]=[C:24]([CH:30]=[CH:31][CH:32]=2)[C:25]([O:27][CH2:28][CH3:29])=[O:26])=[CH:13][CH:12]=1. (6) The reactants are: S(=O)(=O)(O)O.COC1O[C@:19]([CH3:26])([CH2:21][O:22][C:23](=[O:25])[CH3:24])[C@@H:14]([O:15][C:16](=[O:18])[CH3:17])[C@H:9]1[O:10][C:11](=[O:13])[CH3:12].[C:27](=[O:30])([OH:29])[O-].[Na+].[C:32](OC(=O)C)(=[O:34])[CH3:33]. Given the product [C:32]([O:30][CH:27]1[O:29][C@:19]([CH3:26])([CH2:21][O:22][C:23](=[O:25])[CH3:24])[C@@H:14]([O:15][C:16](=[O:18])[CH3:17])[C@H:9]1[O:10][C:11](=[O:13])[CH3:12])(=[O:34])[CH3:33], predict the reactants needed to synthesize it.